Dataset: Full USPTO retrosynthesis dataset with 1.9M reactions from patents (1976-2016). Task: Predict the reactants needed to synthesize the given product. (1) Given the product [Cl:1][C:2]1[CH:3]=[C:4]([C:9]2([C:24]([F:25])([F:27])[F:26])[O:13][N:12]=[C:11]([C:14]3[CH:22]=[CH:21][C:17]([C:18]([NH:20][CH2:30][OH:31])=[O:19])=[C:16]([CH3:23])[CH:15]=3)[CH2:10]2)[CH:5]=[C:6]([Cl:8])[CH:7]=1, predict the reactants needed to synthesize it. The reactants are: [Cl:1][C:2]1[CH:3]=[C:4]([C:9]2([C:24]([F:27])([F:26])[F:25])[O:13][N:12]=[C:11]([C:14]3[CH:22]=[CH:21][C:17]([C:18]([NH2:20])=[O:19])=[C:16]([CH3:23])[CH:15]=3)[CH2:10]2)[CH:5]=[C:6]([Cl:8])[CH:7]=1.C=O.[C:30](=O)([O-])[O-:31].[K+].[K+].O. (2) Given the product [Cl:1][C:2]1[CH:3]=[C:4]([C:8]2[N:9]=[CH:10][C:11]([CH2:14][O:15][CH3:16])=[CH:12][N:13]=2)[CH:5]=[CH:6][CH:7]=1, predict the reactants needed to synthesize it. The reactants are: [Cl:1][C:2]1[CH:3]=[C:4]([C:8]2[N:13]=[CH:12][C:11]([CH2:14][OH:15])=[CH:10][N:9]=2)[CH:5]=[CH:6][CH:7]=1.[CH3:16]N(C=O)C.IC.[H-].[Na+]. (3) The reactants are: Cl[C:2]1[N:3]=[C:4]([N:24]2[CH2:29][CH2:28][O:27][CH2:26][CH2:25]2)[C:5]2[N:10]=[C:9]([CH2:11][C:12]([N:14]3[CH2:19][CH2:18][CH:17]([C:20]([OH:23])([CH3:22])[CH3:21])[CH2:16][CH2:15]3)=[O:13])[S:8][C:6]=2[N:7]=1.[CH2:30]([C:32]1[NH:33][C:34]2[CH:40]=[CH:39][CH:38]=[CH:37][C:35]=2[N:36]=1)[CH3:31].CC(C1C=C(C(C)C)C(C2C=CC=CC=2P(C2CCCCC2)C2CCCCC2)=C(C(C)C)C=1)C.C([O-])([O-])=O.[Cs+].[Cs+]. Given the product [CH2:30]([C:32]1[N:33]([C:2]2[N:3]=[C:4]([N:24]3[CH2:25][CH2:26][O:27][CH2:28][CH2:29]3)[C:5]3[N:10]=[C:9]([CH2:11][C:12]([N:14]4[CH2:19][CH2:18][CH:17]([C:20]([OH:23])([CH3:21])[CH3:22])[CH2:16][CH2:15]4)=[O:13])[S:8][C:6]=3[N:7]=2)[C:34]2[CH:40]=[CH:39][CH:38]=[CH:37][C:35]=2[N:36]=1)[CH3:31], predict the reactants needed to synthesize it.